From a dataset of Reaction yield outcomes from USPTO patents with 853,638 reactions. Predict the reaction yield, written as a fraction of the theoretical maximum amount of product (1.0 means a 100% yield; for example, 0.34 means a 34% yield). (1) The reactants are [OH:1][C@H:2]1[CH2:6][CH2:5][N:4]([C:7]([O:9][C:10]([CH3:13])([CH3:12])[CH3:11])=[O:8])[CH2:3]1.[H-].[Na+].Cl[C:17]1[C:26]2[C:21](=[CH:22][CH:23]=[CH:24][CH:25]=2)[CH:20]=[C:19]([Cl:27])[N:18]=1. The catalyst is CN1C(=O)CCC1.O. The product is [Cl:27][C:19]1[N:18]=[C:17]([O:1][C@H:2]2[CH2:6][CH2:5][N:4]([C:7]([O:9][C:10]([CH3:13])([CH3:12])[CH3:11])=[O:8])[CH2:3]2)[C:26]2[C:21]([CH:20]=1)=[CH:22][CH:23]=[CH:24][CH:25]=2. The yield is 0.750. (2) The reactants are [N+:1]([C:4]1[CH:9]=[CH:8][C:7]([OH:10])=[CH:6][CH:5]=1)([O-])=O.[C:11](O[C:11]([O:13][C:14]([CH3:17])([CH3:16])[CH3:15])=[O:12])([O:13][C:14]([CH3:17])([CH3:16])[CH3:15])=[O:12].O. The catalyst is ClCCl.CN(C)C1C=CN=CC=1. The product is [C:11](=[O:12])([O:13][C:14]([CH3:17])([CH3:16])[CH3:15])[O:10][C:7]1[CH:8]=[CH:9][C:4]([NH2:1])=[CH:5][CH:6]=1. The yield is 0.900. (3) The reactants are [NH3:1].CO.[Cl:4][C:5]1[CH:10]=[C:9](Cl)[N:8]=[C:7]([CH3:12])[N:6]=1. The catalyst is O1CCOCC1. The product is [Cl:4][C:5]1[N:6]=[C:7]([CH3:12])[N:8]=[C:9]([NH2:1])[CH:10]=1. The yield is 0.580. (4) The reactants are C([O-])(=[O:3])C.[Na+].[Br:6][C:7]1[CH:8]=[C:9]([CH2:25][CH2:26][C:27]([OH:29])=[O:28])[CH:10]=[C:11]([Br:24])[C:12]=1[O:13][C:14]1[N:15]=[N:16][C:17](Cl)=[C:18]([CH:20]([CH3:22])[CH3:21])[CH:19]=1. The catalyst is C(O)(=O)C. The product is [Br:6][C:7]1[CH:8]=[C:9]([CH2:25][CH2:26][C:27]([OH:29])=[O:28])[CH:10]=[C:11]([Br:24])[C:12]=1[O:13][C:14]1[CH:19]=[C:18]([CH:20]([CH3:22])[CH3:21])[C:17](=[O:3])[NH:16][N:15]=1. The yield is 0.720. (5) The reactants are C([O:3][C:4]([C:6]1[O:7][C:8]2[C:14]([N:15]3[CH2:20][CH2:19][N:18]([CH2:21][C:22]4[CH:27]=[CH:26][CH:25]=[CH:24][CH:23]=4)[CH2:17][CH2:16]3)=[CH:13][CH:12]=[CH:11][C:9]=2[CH:10]=1)=O)C.C[Al](C)C.C[Al](C)C.C1N2CC[N:38]([CH2:39]C2)[CH2:37]1.CNC. The catalyst is O1CCCC1.[Cl-].[Na+].O. The product is [CH2:21]([N:18]1[CH2:17][CH2:16][N:15]([C:14]2[C:8]3[O:7][C:6]([C:4]([N:38]([CH3:39])[CH3:37])=[O:3])=[CH:10][C:9]=3[CH:11]=[CH:12][CH:13]=2)[CH2:20][CH2:19]1)[C:22]1[CH:27]=[CH:26][CH:25]=[CH:24][CH:23]=1. The yield is 0.700. (6) The catalyst is C(O)C. The product is [CH2:17]([O:19][C:20]1[CH:21]=[C:22]([CH:23]2[C:8]([C:9]3[CH:10]=[C:11]([CH3:15])[CH:12]=[CH:13][CH:14]=3)=[C:7]([C:1]3[CH:6]=[CH:5][CH:4]=[CH:3][CH:2]=3)[NH:35][C:33](=[O:34])[NH:32]2)[CH:25]=[C:26]([N+:29]([O-:31])=[O:30])[C:27]=1[OH:28])[CH3:18]. The reactants are [C:1]1([C:7](=O)[CH2:8][C:9]2[CH:10]=[C:11]([CH3:15])[CH:12]=[CH:13][CH:14]=2)[CH:6]=[CH:5][CH:4]=[CH:3][CH:2]=1.[CH2:17]([O:19][C:20]1[CH:21]=[C:22]([CH:25]=[C:26]([N+:29]([O-:31])=[O:30])[C:27]=1[OH:28])[CH:23]=O)[CH3:18].[NH2:32][C:33]([NH2:35])=[O:34].Cl. The yield is 0.0260.